From a dataset of NCI-60 drug combinations with 297,098 pairs across 59 cell lines. Regression. Given two drug SMILES strings and cell line genomic features, predict the synergy score measuring deviation from expected non-interaction effect. (1) Drug 1: CS(=O)(=O)CCNCC1=CC=C(O1)C2=CC3=C(C=C2)N=CN=C3NC4=CC(=C(C=C4)OCC5=CC(=CC=C5)F)Cl. Drug 2: C#CCC(CC1=CN=C2C(=N1)C(=NC(=N2)N)N)C3=CC=C(C=C3)C(=O)NC(CCC(=O)O)C(=O)O. Cell line: HCT-15. Synergy scores: CSS=66.0, Synergy_ZIP=3.10, Synergy_Bliss=0.227, Synergy_Loewe=-30.7, Synergy_HSA=-2.29. (2) Drug 1: C1=C(C(=O)NC(=O)N1)N(CCCl)CCCl. Drug 2: C1=NNC2=C1C(=O)NC=N2. Cell line: SR. Synergy scores: CSS=42.4, Synergy_ZIP=2.29, Synergy_Bliss=-0.739, Synergy_Loewe=-32.0, Synergy_HSA=-0.764. (3) Drug 1: C1=NC2=C(N1)C(=S)N=C(N2)N. Drug 2: C1CCC(C(C1)N)N.C(=O)(C(=O)[O-])[O-].[Pt+4]. Cell line: HT29. Synergy scores: CSS=39.5, Synergy_ZIP=-3.99, Synergy_Bliss=0.774, Synergy_Loewe=-5.42, Synergy_HSA=1.54.